From a dataset of Catalyst prediction with 721,799 reactions and 888 catalyst types from USPTO. Predict which catalyst facilitates the given reaction. Reactant: [NH2:1][C:2]1[C:3](=[O:17])[NH:4][C:5](=[S:16])[N:6]([CH2:9][C:10]2[CH:15]=[CH:14][N:13]=[CH:12][CH:11]=2)[C:7]=1[NH2:8].[CH:18](O)=O. Product: [N:13]1[CH:12]=[CH:11][C:10]([CH2:9][N:6]2[C:7]3[N:8]=[CH:18][NH:1][C:2]=3[C:3](=[O:17])[NH:4][C:5]2=[S:16])=[CH:15][CH:14]=1. The catalyst class is: 74.